This data is from Full USPTO retrosynthesis dataset with 1.9M reactions from patents (1976-2016). The task is: Predict the reactants needed to synthesize the given product. (1) Given the product [Si:35]([O:42][CH2:43][CH2:44][N:45]([CH:46]([CH3:48])[CH3:47])[C:32]([C:10]1[C:9]([O:8][CH2:1][C:2]2[CH:3]=[CH:4][CH:5]=[CH:6][CH:7]=2)=[C:14]([OH:15])[N:13]=[C:12]([CH2:16][C:17]2([C:22]3[CH:31]=[CH:30][C:29]4[C:24](=[CH:25][CH:26]=[CH:27][CH:28]=4)[CH:23]=3)[CH2:21][CH2:20][CH2:19][CH2:18]2)[N:11]=1)=[O:33])([C:38]([CH3:41])([CH3:40])[CH3:39])([CH3:37])[CH3:36], predict the reactants needed to synthesize it. The reactants are: [CH2:1]([O:8][C:9]1[C:10]([C:32](O)=[O:33])=[N:11][C:12]([CH2:16][C:17]2([C:22]3[CH:31]=[CH:30][C:29]4[C:24](=[CH:25][CH:26]=[CH:27][CH:28]=4)[CH:23]=3)[CH2:21][CH2:20][CH2:19][CH2:18]2)=[N:13][C:14]=1[OH:15])[C:2]1[CH:7]=[CH:6][CH:5]=[CH:4][CH:3]=1.[Si:35]([O:42][CH2:43][CH2:44][NH:45][CH:46]([CH3:48])[CH3:47])([C:38]([CH3:41])([CH3:40])[CH3:39])([CH3:37])[CH3:36].[Si](OCCN(C(C)C)C(C1C(OCC2C=CC=CC=2)=C(O)N=C(CC2(C3C=C(Cl)C=CC=3Cl)CCCC2)N=1)=O)(C(C)(C)C)(C)C. (2) Given the product [OH:14][CH:6]([CH2:5][O:4][CH2:1][CH2:2][CH2:3][Si:18]([O:19][Si:20]([CH3:23])([CH3:22])[CH3:21])([O:24][Si:25]([CH3:28])([CH3:27])[CH3:26])[O:17][Si:16]([CH3:29])([CH3:30])[CH3:15])[CH2:7][NH:8][C:9](=[O:13])[C:10]([CH3:12])=[CH2:11], predict the reactants needed to synthesize it. The reactants are: [CH2:1]([O:4][CH2:5][CH:6]([OH:14])[CH2:7][NH:8][C:9](=[O:13])[C:10]([CH3:12])=[CH2:11])[CH:2]=[CH2:3].[CH3:15][Si:16]([CH3:30])([CH3:29])[O:17][SiH:18]([O:24][Si:25]([CH3:28])([CH3:27])[CH3:26])[O:19][Si:20]([CH3:23])([CH3:22])[CH3:21].[Cl-]. (3) Given the product [CH3:1][C:2]1[CH:7]=[C:6]([N:8]2[CH2:12][CH2:11][CH:10]([N:13]3[CH2:17][CH2:16][CH2:15][CH:14]3[CH3:18])[CH2:9]2)[CH:5]=[CH:4][C:3]=1[NH:19][C:35]([C:33]1[CH:32]=[CH:31][C:29]2[NH:30][C:26]([C:22]3[CH:21]=[N:20][CH:25]=[CH:24][CH:23]=3)=[N:27][C:28]=2[CH:34]=1)=[O:36], predict the reactants needed to synthesize it. The reactants are: [CH3:1][C:2]1[CH:7]=[C:6]([N:8]2[CH2:12][CH2:11][CH:10]([N:13]3[CH2:17][CH2:16][CH2:15][CH:14]3[CH3:18])[CH2:9]2)[CH:5]=[CH:4][C:3]=1[NH2:19].[N:20]1[CH:25]=[CH:24][CH:23]=[C:22]([C:26]2[NH:30][C:29]3[CH:31]=[CH:32][C:33]([C:35](O)=[O:36])=[CH:34][C:28]=3[N:27]=2)[CH:21]=1. (4) Given the product [ClH:1].[ClH:1].[CH3:20][N:3]([CH3:2])[CH2:4][CH2:5][C:6]1[C:14]2[C:9](=[CH:10][CH:11]=[C:12]([CH2:15][NH:16][NH:17][CH:18]=[O:19])[CH:13]=2)[NH:8][CH:7]=1, predict the reactants needed to synthesize it. The reactants are: [ClH:1].[CH3:2][N:3]([CH3:20])[CH2:4][CH2:5][C:6]1[C:14]2[C:9](=[CH:10][CH:11]=[C:12]([CH2:15][NH:16][NH:17][CH:18]=[O:19])[CH:13]=2)[NH:8][CH:7]=1. (5) Given the product [Br:1][C:2]1[CH:7]=[CH:6][C:5]([N:8]2[C:9]([CH3:10])=[N:21][N:20]=[N:19]2)=[C:4]([C:12]([F:15])([F:14])[F:13])[CH:3]=1, predict the reactants needed to synthesize it. The reactants are: [Br:1][C:2]1[CH:7]=[CH:6][C:5]([NH:8][C:9](=O)[CH3:10])=[C:4]([C:12]([F:15])([F:14])[F:13])[CH:3]=1.C(Cl)Cl.[N-:19]=[N+:20]=[N-:21].[Na+].FC(F)(F)S(OS(C(F)(F)F)(=O)=O)(=O)=O.